From a dataset of Full USPTO retrosynthesis dataset with 1.9M reactions from patents (1976-2016). Predict the reactants needed to synthesize the given product. (1) Given the product [C:39]([O:38][CH2:37][C:36]([OH:44])([CH2:55][OH:56])[CH2:35][CH2:34][C:31]1[CH:30]=[CH:29][C:28]([C@@H:9]2[C@@H:8]([CH2:7][CH2:6][C@H:5]([O:4][C:1](=[O:3])[CH3:2])[C:48]3[CH:49]=[CH:50][C:51]([F:54])=[CH:52][CH:53]=3)[C:11](=[O:12])[N:10]2[C:13]2[CH:18]=[CH:17][C:16]([CH2:19][CH2:20][CH:21]([OH:22])[OH:25])=[CH:15][CH:14]=2)=[CH:33][CH:32]=1)(=[O:40])[CH3:42], predict the reactants needed to synthesize it. The reactants are: [C:1]([O:4][C@H:5]([C:48]1[CH:53]=[CH:52][C:51]([F:54])=[CH:50][CH:49]=1)[CH2:6][CH2:7][C@H:8]1[C:11](=[O:12])[N:10]([C:13]2[CH:18]=[CH:17][C:16]([CH2:19][CH2:20][CH:21]([O:25]CC)[O:22]CC)=[CH:15][CH:14]=2)[C@@H:9]1[C:28]1[CH:33]=[CH:32][C:31]([CH2:34][CH2:35][C:36]2([O:44]C(=O)C)C[O:40][C:39](C)([CH3:42])[O:38][CH2:37]2)=[CH:30][CH:29]=1)(=[O:3])[CH3:2].[C:55](O)(C(F)(F)F)=[O:56]. (2) Given the product [CH:1]1([N:4]([CH:21]2[CH2:26][CH2:25][N:24]([CH2:27][C:28]([OH:30])([CH3:31])[CH3:29])[CH2:23][CH2:22]2)[C:5]([C:7]2[O:11][N:10]=[C:9]([C:12]3[CH:17]=[CH:16][C:15]([C:18]#[N:19])=[CH:14][C:13]=3[F:20])[CH:8]=2)=[O:6])[CH2:3][CH2:2]1, predict the reactants needed to synthesize it. The reactants are: [CH:1]1([N:4]([CH:21]2[CH2:26][CH2:25][NH:24][CH2:23][CH2:22]2)[C:5]([C:7]2[O:11][N:10]=[C:9]([C:12]3[CH:17]=[CH:16][C:15]([C:18]#[N:19])=[CH:14][C:13]=3[F:20])[CH:8]=2)=[O:6])[CH2:3][CH2:2]1.[CH3:27][C:28]1([CH3:31])[O:30][CH2:29]1. (3) Given the product [Cl:23][C:22]1[C:18]([CH2:17][O:16][C:13]2[CH:14]=[CH:15][C:10]3[N:9]=[C:8]([C@H:25]4[CH2:30][CH2:29][CH2:28][CH2:27][C@H:26]4[C:31]([OH:33])=[O:32])[N:7]([CH2:6][C:5]4[CH:34]=[CH:35][C:2]([N:40]5[CH2:41][CH2:42][CH:37]([F:36])[CH2:38][CH2:39]5)=[CH:3][CH:4]=4)[C:11]=3[CH:12]=2)=[N:19][N:20]([CH3:24])[CH:21]=1, predict the reactants needed to synthesize it. The reactants are: Br[C:2]1[CH:35]=[CH:34][C:5]([CH2:6][N:7]2[C:11]3[CH:12]=[C:13]([O:16][CH2:17][C:18]4[C:22]([Cl:23])=[CH:21][N:20]([CH3:24])[N:19]=4)[CH:14]=[CH:15][C:10]=3[N:9]=[C:8]2[C@H:25]2[CH2:30][CH2:29][CH2:28][CH2:27][C@H:26]2[C:31]([OH:33])=[O:32])=[CH:4][CH:3]=1.[F:36][CH:37]1[CH2:42][CH2:41][NH:40][CH2:39][CH2:38]1. (4) Given the product [CH2:26]([O:25][C:22]1[CH:21]=[CH:20][C:19]([C:16]2[CH:17]=[CH:18][C:13]([C:6]3[CH:7]=[CH:8][C:3]([CH:1]=[O:2])=[CH:4][CH:5]=3)=[CH:14][CH:15]=2)=[CH:24][CH:23]=1)[CH2:27][CH2:28][CH2:29][CH3:30], predict the reactants needed to synthesize it. The reactants are: [CH:1]([C:3]1[CH:8]=[CH:7][C:6](B(O)O)=[CH:5][CH:4]=1)=[O:2].Br[C:13]1[CH:18]=[CH:17][C:16]([C:19]2[CH:24]=[CH:23][C:22]([O:25][CH2:26][CH2:27][CH2:28][CH2:29][CH3:30])=[CH:21][CH:20]=2)=[CH:15][CH:14]=1.C(=O)([O-])O.[Na+].O. (5) Given the product [C:9]([NH:8][C:5]1[CH:6]=[CH:7][C:2]([NH:1][C:25]([C:23]2[O:24][C:20]([C:18]#[N:19])=[CH:21][CH:22]=2)=[O:26])=[C:3]([N:12]2[CH2:17][CH2:16][CH2:15][CH2:14][CH2:13]2)[CH:4]=1)(=[O:11])[CH3:10], predict the reactants needed to synthesize it. The reactants are: [NH2:1][C:2]1[CH:7]=[CH:6][C:5]([NH:8][C:9](=[O:11])[CH3:10])=[CH:4][C:3]=1[N:12]1[CH2:17][CH2:16][CH2:15][CH2:14][CH2:13]1.[C:18]([C:20]1[O:24][C:23]([C:25](Cl)=[O:26])=[CH:22][CH:21]=1)#[N:19].CCN(C(C)C)C(C)C. (6) Given the product [Si:1]([O:18][CH2:19][C:20]1[O:38][N:37]=[C:22]([C@@H:24]2[CH2:28][CH2:27][CH2:26][NH:25]2)[CH:21]=1)([C:14]([CH3:17])([CH3:15])[CH3:16])([C:8]1[CH:13]=[CH:12][CH:11]=[CH:10][CH:9]=1)[C:2]1[CH:7]=[CH:6][CH:5]=[CH:4][CH:3]=1, predict the reactants needed to synthesize it. The reactants are: [Si:1]([O:18][CH2:19][C:20]#[C:21][C:22]([C@@H:24]1[CH2:28][CH2:27][CH2:26][N:25]1C(OC(C)(C)C)=O)=O)([C:14]([CH3:17])([CH3:16])[CH3:15])([C:8]1[CH:13]=[CH:12][CH:11]=[CH:10][CH:9]=1)[C:2]1[CH:7]=[CH:6][CH:5]=[CH:4][CH:3]=1.Cl.[NH2:37][OH:38].C(=O)(O)[O-].[Na+]. (7) Given the product [C:1]([N:8]1[CH2:15][C@@H:14]([N:16]([CH:24]2[CH2:29][CH2:28][C:27]([CH3:30])([CH3:31])[CH2:26][CH2:25]2)[C:17](=[O:23])[C:18]([CH3:21])([CH3:22])[CH2:19][OH:20])[CH2:13][C@H:9]1[C:10]([N:33]([CH2:34][CH3:35])[CH3:32])=[O:12])([O:3][C:4]([CH3:5])([CH3:6])[CH3:7])=[O:2], predict the reactants needed to synthesize it. The reactants are: [C:1]([N:8]1[CH2:15][C@@H:14]([N:16]([CH:24]2[CH2:29][CH2:28][C:27]([CH3:31])([CH3:30])[CH2:26][CH2:25]2)[C:17](=[O:23])[C:18]([CH3:22])([CH3:21])[CH2:19][OH:20])[CH2:13][C@H:9]1[C:10]([OH:12])=O)([O:3][C:4]([CH3:7])([CH3:6])[CH3:5])=[O:2].[CH3:32][NH:33][CH2:34][CH3:35]. (8) Given the product [C:8]([C:7]1[C:2]([NH:13][C:14]2[CH:15]=[C:16]([NH:20][C:21]([N:23]3[CH2:27][CH2:26][CH2:25][CH2:24]3)=[O:22])[CH:17]=[CH:18][CH:19]=2)=[N:3][C:4]([S:11][CH3:12])=[N:5][C:6]=1[CH3:10])#[N:9], predict the reactants needed to synthesize it. The reactants are: Cl[C:2]1[C:7]([C:8]#[N:9])=[C:6]([CH3:10])[N:5]=[C:4]([S:11][CH3:12])[N:3]=1.[NH2:13][C:14]1[CH:15]=[C:16]([NH:20][C:21]([N:23]2[CH2:27][CH2:26][CH2:25][CH2:24]2)=[O:22])[CH:17]=[CH:18][CH:19]=1. (9) Given the product [I:1][C:2]1[C:6]2=[N:7][CH:8]=[CH:9][CH:10]=[C:5]2[N:4]([CH2:19][CH2:20][N:15]2[CH2:14][CH2:18][CH2:17][CH2:16]2)[CH:3]=1, predict the reactants needed to synthesize it. The reactants are: [I:1][C:2]1[C:6]2=[N:7][CH:8]=[CH:9][CH:10]=[C:5]2[NH:4][CH:3]=1.Cl.ClC[CH2:14][N:15]1[CH2:20][CH2:19][CH2:18][CH2:17][CH2:16]1.